Dataset: Reaction yield outcomes from USPTO patents with 853,638 reactions. Task: Predict the reaction yield, written as a fraction of the theoretical maximum amount of product (1.0 means a 100% yield; for example, 0.34 means a 34% yield). (1) The reactants are [CH3:1][O:2][C:3]([NH:5][C@@H:6]([CH:24]([CH3:26])[CH3:25])[C:7]([N:9]1[C@H:13]([C:14]([O:16]CC)=[O:15])[CH2:12][C:11]2([CH2:23][CH2:22][O:21][CH2:20][CH2:19]2)[CH2:10]1)=[O:8])=[O:4].C1COCC1.[Li+].[OH-]. The catalyst is C(O)(C)(C)C. The product is [CH3:1][O:2][C:3]([NH:5][C@@H:6]([CH:24]([CH3:26])[CH3:25])[C:7]([N:9]1[CH:13]([C:14]([OH:16])=[O:15])[CH2:12][C:11]2([CH2:19][CH2:20][O:21][CH2:22][CH2:23]2)[CH2:10]1)=[O:8])=[O:4]. The yield is 0.974. (2) The reactants are [H-].[H-].[H-].[H-].[Li+].[Al+3].[CH2:7]([O:13][C:14]([O:25][CH2:26][CH2:27][CH2:28][CH2:29][CH2:30][CH3:31])([CH3:24])[C:15](OCCCCCC)=[O:16])[CH2:8][CH2:9][CH2:10][CH2:11][CH3:12]. The catalyst is CCOCC. The product is [CH2:26]([O:25][C:14]([O:13][CH2:7][CH2:8][CH2:9][CH2:10][CH2:11][CH3:12])([CH3:24])[CH2:15][OH:16])[CH2:27][CH2:28][CH2:29][CH2:30][CH3:31]. The yield is 0.940. (3) The reactants are [NH2:1][C:2]1[C:3]2[N:4]([C:8]([C@@H:30]3[CH2:35][CH2:34][CH2:33][CH2:32][NH:31]3)=[N:9][C:10]=2[C:11]2[CH:29]=[CH:28][C:14]([C:15]([NH:17][C:18]3[CH:23]=[C:22]([C:24]([F:27])([F:26])[F:25])[CH:21]=[CH:20][N:19]=3)=[O:16])=[CH:13][CH:12]=2)[CH:5]=[CH:6][N:7]=1.[CH:36]([S:38](Cl)(=[O:40])=[O:39])=[CH2:37]. No catalyst specified. The product is [NH2:1][C:2]1[C:3]2[N:4]([C:8]([C@@H:30]3[CH2:35][CH2:34][CH2:33][CH2:32][N:31]3[S:38]([CH:36]=[CH2:37])(=[O:40])=[O:39])=[N:9][C:10]=2[C:11]2[CH:29]=[CH:28][C:14]([C:15]([NH:17][C:18]3[CH:23]=[C:22]([C:24]([F:25])([F:27])[F:26])[CH:21]=[CH:20][N:19]=3)=[O:16])=[CH:13][CH:12]=2)[CH:5]=[CH:6][N:7]=1. The yield is 0.205. (4) The reactants are [F:1][CH:2]([F:34])[C:3]1[N:7]([CH2:8][C:9]2[CH:14]=[CH:13][CH:12]=[C:11]([C:15]([F:18])([F:17])[F:16])[C:10]=2[CH3:19])[C:6]2[CH:20]=[C:21]([N:28]3[CH2:33][CH2:32][O:31][CH2:30][CH2:29]3)[CH:22]=[C:23]([C:24]([O:26]C)=[O:25])[C:5]=2[N:4]=1.[Li+].[OH-]. The catalyst is C1COCC1. The product is [F:34][CH:2]([F:1])[C:3]1[N:7]([CH2:8][C:9]2[CH:14]=[CH:13][CH:12]=[C:11]([C:15]([F:18])([F:16])[F:17])[C:10]=2[CH3:19])[C:6]2[CH:20]=[C:21]([N:28]3[CH2:29][CH2:30][O:31][CH2:32][CH2:33]3)[CH:22]=[C:23]([C:24]([OH:26])=[O:25])[C:5]=2[N:4]=1. The yield is 0.590.